From a dataset of Catalyst prediction with 721,799 reactions and 888 catalyst types from USPTO. Predict which catalyst facilitates the given reaction. (1) Reactant: Cl.[Cl:2][C:3]1[CH:4]=[CH:5][C:6]2[CH2:12][CH2:11][C:10]3[CH:13]=[CH:14][CH:15]=[CH:16][C:9]=3[N:8]([CH2:17][CH2:18][CH2:19][NH2:20])[C:7]=2[CH:21]=1.C(N(CC)CC)C.[Cl:29][C:30]1[CH:31]=[C:32]([S:36](Cl)(=[O:38])=[O:37])[S:33][C:34]=1[Cl:35]. Product: [Cl:29][C:30]1[CH:31]=[C:32]([S:36]([NH:20][CH2:19][CH2:18][CH2:17][N:8]2[C:9]3[CH:16]=[CH:15][CH:14]=[CH:13][C:10]=3[CH2:11][CH2:12][C:6]3[CH:5]=[CH:4][C:3]([Cl:2])=[CH:21][C:7]2=3)(=[O:38])=[O:37])[S:33][C:34]=1[Cl:35]. The catalyst class is: 3. (2) Reactant: [CH3:1][N:2]([CH2:4][C:5]1[N:9](COCCC[Si](C)(C)C)[C:8]2[CH:19]=[CH:20][C:21]([NH:23][C:24]3[N:42]=[C:27]4[CH:28]=[N:29][CH:30]=[C:31]([C:32]5[CH:33]=[C:34]6[C:38](=[CH:39][CH:40]=5)[N:37]([CH3:41])[N:36]=[CH:35]6)[N:26]4[N:25]=3)=[CH:22][C:7]=2[N:6]=1)[CH3:3]. Product: [CH3:3][N:2]([CH2:4][C:5]1[NH:9][C:8]2[CH:19]=[CH:20][C:21]([NH:23][C:24]3[N:42]=[C:27]4[CH:28]=[N:29][CH:30]=[C:31]([C:32]5[CH:33]=[C:34]6[C:38](=[CH:39][CH:40]=5)[N:37]([CH3:41])[N:36]=[CH:35]6)[N:26]4[N:25]=3)=[CH:22][C:7]=2[N:6]=1)[CH3:1]. The catalyst class is: 240.